Predict the reactants needed to synthesize the given product. From a dataset of Full USPTO retrosynthesis dataset with 1.9M reactions from patents (1976-2016). (1) Given the product [CH3:14][C:9]1[CH:10]=[CH:11][CH:12]=[C:13]2[C:8]=1[N:7]([CH2:15][CH2:16][C:17]1[CH:18]=[CH:19][CH:20]=[CH:21][CH:22]=1)[CH:6]=[C:5]2[C:3]([OH:4])=[O:2], predict the reactants needed to synthesize it. The reactants are: C[O:2][C:3]([C:5]1[C:13]2[C:8](=[C:9]([CH3:14])[CH:10]=[CH:11][CH:12]=2)[N:7]([CH2:15][CH2:16][C:17]2[CH:22]=[CH:21][CH:20]=[CH:19][CH:18]=2)[CH:6]=1)=[O:4].[OH-].[Na+].Cl. (2) Given the product [C:1]([O:5][C:6](=[O:7])[NH:8][CH:9]([C:13]1[CH:18]=[CH:17][CH:16]=[C:15]([Cl:19])[CH:14]=1)[C:10](=[O:12])[NH:32][C:29]1([CH3:28])[CH2:31][CH2:30]1)([CH3:2])([CH3:3])[CH3:4], predict the reactants needed to synthesize it. The reactants are: [C:1]([O:5][C:6]([NH:8][CH:9]([C:13]1[CH:18]=[CH:17][CH:16]=[C:15]([Cl:19])[CH:14]=1)[C:10]([OH:12])=O)=[O:7])([CH3:4])([CH3:3])[CH3:2].CN1CCOCC1.Cl.[CH3:28][C:29]1([NH2:32])[CH2:31][CH2:30]1. (3) Given the product [NH2:7][C:6]1[CH:13]=[C:14]([N+:15]([O-:17])=[O:16])[C:3]([O:2][CH3:1])=[CH:4][C:5]=1[C:10]([NH2:22])=[O:9], predict the reactants needed to synthesize it. The reactants are: [CH3:1][O:2][C:3]1[C:14]([N+:15]([O-:17])=[O:16])=[CH:13][C:6]2[NH:7]C(=O)[O:9][C:10](=O)[C:5]=2[CH:4]=1.C([O-])(=O)C.[NH4+:22].C(=O)(O)[O-].[Na+]. (4) Given the product [CH:1]1([CH2:4][NH:5][C:6](=[O:36])[C:7]2[CH:12]=[CH:11][C:10]([CH3:13])=[C:9]([C:14]3[C:23]4[CH2:22][NH:21][C:20](=[O:24])[N:19]([C:25]5[C:30]([F:31])=[CH:29][CH:28]=[CH:27][C:26]=5[F:32])[C:18]=4[N:17]=[C:16]([NH:41][CH2:40][CH2:39][NH:38][CH3:37])[N:15]=3)[CH:8]=2)[CH2:3][CH2:2]1, predict the reactants needed to synthesize it. The reactants are: [CH:1]1([CH2:4][NH:5][C:6](=[O:36])[C:7]2[CH:12]=[CH:11][C:10]([CH3:13])=[C:9]([C:14]3[C:23]4[CH2:22][NH:21][C:20](=[O:24])[N:19]([C:25]5[C:30]([F:31])=[CH:29][CH:28]=[CH:27][C:26]=5[F:32])[C:18]=4[N:17]=[C:16](S(C)=O)[N:15]=3)[CH:8]=2)[CH2:3][CH2:2]1.[CH3:37][NH:38][CH2:39][CH2:40][NH2:41]. (5) Given the product [F:19][C:13]1[CH:14]=[CH:15][C:16]([F:18])=[CH:17][C:12]=1[S:9]([N:8]([C:4]1[CH:5]=[CH:6][CH:7]=[C:2]([C:34]2[N:30]([CH:25]3[CH2:26][CH2:27][CH2:28][CH2:29][O:24]3)[N:31]=[CH:32][CH:33]=2)[C:3]=1[F:23])[CH2:20][O:21][CH3:22])(=[O:11])=[O:10], predict the reactants needed to synthesize it. The reactants are: Br[C:2]1[C:3]([F:23])=[C:4]([N:8]([CH2:20][O:21][CH3:22])[S:9]([C:12]2[CH:17]=[C:16]([F:18])[CH:15]=[CH:14][C:13]=2[F:19])(=[O:11])=[O:10])[CH:5]=[CH:6][CH:7]=1.[O:24]1[CH2:29][CH2:28][CH2:27][CH2:26][CH:25]1[N:30]1[C:34](B2OC(C)(C)C(C)(C)O2)=[CH:33][CH:32]=[N:31]1.C(=O)([O-])[O-].[Cs+].[Cs+].O. (6) Given the product [CH3:1][N:2]1[CH:6]=[CH:5][N:4]=[C:3]1[C:21](=[O:31])[CH2:22][NH:23][C:24](=[O:30])[O:25][C:26]([CH3:27])([CH3:28])[CH3:29], predict the reactants needed to synthesize it. The reactants are: [CH3:1][N:2]1[CH:6]=[CH:5][N:4]=[CH:3]1.C([Li])CCC.CCCCCC.CON(C)[C:21](=[O:31])[CH2:22][NH:23][C:24](=[O:30])[O:25][C:26]([CH3:29])([CH3:28])[CH3:27]. (7) Given the product [Cl:65][C:63]1[CH:64]=[C:59]([C:57]2[C:56]3[N:66]([CH:69]([C@H:71]4[CH2:76][CH2:75][C@H:74]([CH3:77])[CH2:73][CH2:72]4)[CH3:70])[CH:67]=[N:68][C:55]=3[CH:54]=[C:53]([C:78]#[N:79])[N:58]=2)[CH:60]=[N:61][CH:62]=1, predict the reactants needed to synthesize it. The reactants are: C1C=CC(P(C2C=CC3C(=CC=CC=3)C=2C2C3C(=CC=CC=3)C=CC=2P(C2C=CC=CC=2)C2C=CC=CC=2)C2C=CC=CC=2)=CC=1.S(=O)(=O)(O)O.Cl[C:53]1[N:58]=[C:57]([C:59]2[CH:60]=[N:61][CH:62]=[C:63]([Cl:65])[CH:64]=2)[C:56]2[N:66]([CH:69]([C@H:71]3[CH2:76][CH2:75][C@H:74]([CH3:77])[CH2:73][CH2:72]3)[CH3:70])[CH:67]=[N:68][C:55]=2[CH:54]=1.[CH3:78][N:79](C)C(=O)C.